From a dataset of Peptide-MHC class I binding affinity with 185,985 pairs from IEDB/IMGT. Regression. Given a peptide amino acid sequence and an MHC pseudo amino acid sequence, predict their binding affinity value. This is MHC class I binding data. (1) The peptide sequence is EGGVGWRHW. The MHC is HLA-B51:01 with pseudo-sequence HLA-B51:01. The binding affinity (normalized) is 0. (2) The peptide sequence is IGMIFQNP. The MHC is H-2-Kb with pseudo-sequence H-2-Kb. The binding affinity (normalized) is 0.0599. (3) The peptide sequence is SFYVNRGFK. The MHC is HLA-B35:01 with pseudo-sequence HLA-B35:01. The binding affinity (normalized) is 0.0330. (4) The peptide sequence is LATLKDMWK. The MHC is HLA-A26:03 with pseudo-sequence HLA-A26:03. The binding affinity (normalized) is 0.0847. (5) The peptide sequence is YLWFKRHVY. The MHC is HLA-A02:19 with pseudo-sequence HLA-A02:19. The binding affinity (normalized) is 0.140. (6) The peptide sequence is PTDYAKPQY. The MHC is HLA-B15:01 with pseudo-sequence HLA-B15:01. The binding affinity (normalized) is 0.0847.